This data is from Catalyst prediction with 721,799 reactions and 888 catalyst types from USPTO. The task is: Predict which catalyst facilitates the given reaction. (1) Reactant: [CH3:1][O:2][C:3](=[O:26])[C@H:4]([CH2:16][C:17]1[CH:22]=[CH:21][C:20]([N+:23]([O-:25])=[O:24])=[CH:19][CH:18]=1)[NH:5][C:6]([C:8]1[C:13]([CH3:14])=[CH:12][CH:11]=[CH:10][C:9]=1[Cl:15])=O.COC1C=CC(P2(SP(C3C=CC(OC)=CC=3)(=S)S2)=[S:36])=CC=1.C1(C)C=CC=CC=1. Product: [CH3:1][O:2][C:3](=[O:26])[C@H:4]([CH2:16][C:17]1[CH:22]=[CH:21][C:20]([N+:23]([O-:25])=[O:24])=[CH:19][CH:18]=1)[NH:5][C:6]([C:8]1[C:13]([CH3:14])=[CH:12][CH:11]=[CH:10][C:9]=1[Cl:15])=[S:36]. The catalyst class is: 13. (2) Reactant: C(OC([NH:8][C:9]1[CH:17]=[C:16]2[C:12]([CH2:13][N:14]([CH2:19][C:20]([O:22][C@H:23]([C:34]3[CH:39]=[CH:38][C:37]([O:40][CH:41]([F:43])[F:42])=[C:36]([O:44][CH2:45][CH:46]4[CH2:48][CH2:47]4)[CH:35]=3)[CH2:24][C:25]3[C:30]([Cl:31])=[CH:29][N+:28]([O-:32])=[CH:27][C:26]=3[Cl:33])=[O:21])[C:15]2=[O:18])=[CH:11][CH:10]=1)=O)(C)(C)C.C(OCC)(=O)C. Product: [NH2:8][C:9]1[CH:17]=[C:16]2[C:12]([CH2:13][N:14]([CH2:19][C:20]([O:22][C@H:23]([C:34]3[CH:39]=[CH:38][C:37]([O:40][CH:41]([F:42])[F:43])=[C:36]([O:44][CH2:45][CH:46]4[CH2:47][CH2:48]4)[CH:35]=3)[CH2:24][C:25]3[C:26]([Cl:33])=[CH:27][N+:28]([O-:32])=[CH:29][C:30]=3[Cl:31])=[O:21])[C:15]2=[O:18])=[CH:11][CH:10]=1. The catalyst class is: 33. (3) Reactant: [O:1]=[C:2]1[C:8]2[C:9]([C:12]([OH:14])=O)=[CH:10][O:11][C:7]=2[CH2:6][CH2:5][CH2:4][NH:3]1.C(N(CC)CC)C.ClC(OCC)=O.[NH2:28][C:29]1[C:30]([O:42][C:43]2[CH:52]=[CH:51][C:46]([C:47]([O:49][CH3:50])=[O:48])=[CH:45][CH:44]=2)=[N:31][C:32]([N:35]2[CH2:40][CH2:39][N:38]([CH3:41])[CH2:37][CH2:36]2)=[CH:33][CH:34]=1. Product: [CH3:41][N:38]1[CH2:39][CH2:40][N:35]([C:32]2[N:31]=[C:30]([O:42][C:43]3[CH:52]=[CH:51][C:46]([C:47]([O:49][CH3:50])=[O:48])=[CH:45][CH:44]=3)[C:29]([NH:28][C:12]([C:9]3[C:8]4[C:2](=[O:1])[NH:3][CH2:4][CH2:5][CH2:6][C:7]=4[O:11][CH:10]=3)=[O:14])=[CH:34][CH:33]=2)[CH2:36][CH2:37]1. The catalyst class is: 647. (4) Reactant: [OH-].[K+].[CH2:3]([O:10][C:11]1[CH:12]=[C:13]2[C:17](=[CH:18][CH:19]=1)[NH:16][CH:15]=[CH:14]2)[C:4]1[CH:9]=[CH:8][CH:7]=[CH:6][CH:5]=1.Br[CH2:21][CH2:22][CH2:23][CH2:24][CH2:25][CH2:26][CH3:27]. Product: [CH2:3]([O:10][C:11]1[CH:12]=[C:13]2[C:17](=[CH:18][CH:19]=1)[N:16]([CH2:21][CH2:22][CH2:23][CH2:24][CH2:25][CH2:26][CH3:27])[CH:15]=[CH:14]2)[C:4]1[CH:5]=[CH:6][CH:7]=[CH:8][CH:9]=1. The catalyst class is: 689. (5) Reactant: Cl.[CH2:2]([N:4]=C=NCCCN(C)C)C.Cl.[CH2:14]([O:16][C:17]1[CH:18]=[C:19]2[C:24](=[C:25]3[CH2:29][C:28]([CH3:31])([CH3:30])[O:27][C:26]=13)[C:23]([C:32]1[CH:33]=[C:34]([CH:38]=[CH:39][CH:40]=1)[C:35]([OH:37])=O)=[N:22][C:21]([CH3:42])([CH3:41])[CH2:20]2)[CH3:15].O.ON1C2C=CC=CC=2N=N1.CN.CO. Product: [CH2:14]([O:16][C:17]1[CH:18]=[C:19]2[C:24](=[C:25]3[CH2:29][C:28]([CH3:30])([CH3:31])[O:27][C:26]=13)[C:23]([C:32]1[CH:33]=[C:34]([CH:38]=[CH:39][CH:40]=1)[C:35]([NH:4][CH3:2])=[O:37])=[N:22][C:21]([CH3:41])([CH3:42])[CH2:20]2)[CH3:15]. The catalyst class is: 35.